Task: Predict the reaction yield, written as a fraction of the theoretical maximum amount of product (1.0 means a 100% yield; for example, 0.34 means a 34% yield).. Dataset: Reaction yield outcomes from USPTO patents with 853,638 reactions The reactants are [CH3:1][O:2][C:3](=[O:19])[C:4]1[CH:9]=[C:8](I)[C:7]([C:11]([F:14])([F:13])[F:12])=[CH:6][C:5]=1[NH:15][C:16](=[O:18])[CH3:17].C([Sn](CCCC)(CCCC)[C:25]1[O:26][CH2:27][CH2:28][CH:29]=1)CCC.CCN(CC)CC. The catalyst is O1CCOCC1.C1C=CC([P]([Pd]([P](C2C=CC=CC=2)(C2C=CC=CC=2)C2C=CC=CC=2)([P](C2C=CC=CC=2)(C2C=CC=CC=2)C2C=CC=CC=2)[P](C2C=CC=CC=2)(C2C=CC=CC=2)C2C=CC=CC=2)(C2C=CC=CC=2)C2C=CC=CC=2)=CC=1. The product is [CH3:1][O:2][C:3](=[O:19])[C:4]1[CH:9]=[C:8]([C:25]2[O:26][CH2:27][CH2:28][CH:29]=2)[C:7]([C:11]([F:14])([F:13])[F:12])=[CH:6][C:5]=1[NH:15][C:16](=[O:18])[CH3:17]. The yield is 0.860.